From a dataset of Reaction yield outcomes from USPTO patents with 853,638 reactions. Predict the reaction yield, written as a fraction of the theoretical maximum amount of product (1.0 means a 100% yield; for example, 0.34 means a 34% yield). (1) The reactants are [Cl:1][C:2]1[CH:7]=[CH:6][C:5]([N+:8]([O-:10])=[O:9])=[CH:4][CH:3]=1.[Cl:11][S:12](O)(=[O:14])=[O:13]. No catalyst specified. The product is [Cl:1][C:2]1[CH:7]=[CH:6][C:5]([N+:8]([O-:10])=[O:9])=[CH:4][C:3]=1[S:12]([Cl:11])(=[O:14])=[O:13]. The yield is 0.760. (2) The reactants are [OH:1][C:2]1[CH:3]=[C:4]([NH:8][S:9]([C:12]2[CH:24]=[C:23]3[C:15]([C:16]4[CH:17]=[CH:18][C:19]([S:26]([NH:29][C:30]5[CH:31]=[C:32]([NH:36]C(=O)C)[CH:33]=[CH:34][CH:35]=5)(=[O:28])=[O:27])=[CH:20][C:21]=4[C:22]3=[O:25])=[CH:14][CH:13]=2)(=[O:11])=[O:10])[CH:5]=[CH:6][CH:7]=1. The catalyst is C1COCC1.CO.[OH-].[Na+]. The product is [NH2:36][C:32]1[CH:31]=[C:30]([NH:29][S:26]([C:19]2[CH:18]=[CH:17][C:16]3[C:15]4[C:23](=[CH:24][C:12]([S:9]([NH:8][C:4]5[CH:5]=[CH:6][CH:7]=[C:2]([OH:1])[CH:3]=5)(=[O:10])=[O:11])=[CH:13][CH:14]=4)[C:22](=[O:25])[C:21]=3[CH:20]=2)(=[O:27])=[O:28])[CH:35]=[CH:34][CH:33]=1. The yield is 0.550.